From a dataset of Full USPTO retrosynthesis dataset with 1.9M reactions from patents (1976-2016). Predict the reactants needed to synthesize the given product. The reactants are: [Cl:1][C:2]1[CH:3]=[N:4][C:5]2[N:6]([N:8]=[C:9]([C:11]([OH:13])=O)[CH:10]=2)[CH:7]=1.[F:14][C:15]1[CH:16]=[CH:17][CH:18]=[C:19]2[C:24]=1[N:23]([CH3:25])[NH:22][CH2:21][CH2:20]2. Given the product [F:14][C:15]1[CH:16]=[CH:17][CH:18]=[C:19]2[C:24]=1[N:23]([CH3:25])[N:22]([C:11]([C:9]1[CH:10]=[C:5]3[N:4]=[CH:3][C:2]([Cl:1])=[CH:7][N:6]3[N:8]=1)=[O:13])[CH2:21][CH2:20]2, predict the reactants needed to synthesize it.